This data is from Full USPTO retrosynthesis dataset with 1.9M reactions from patents (1976-2016). The task is: Predict the reactants needed to synthesize the given product. (1) Given the product [CH:1]([CH:4]1[C:9]2=[CH:10][C:11]3[CH:12]=[CH:13][C:14]([S:17][CH3:18])=[CH:15][C:16]=3[N:8]2[CH2:7][CH2:6][N:5]1[C:29]1[N:34]=[C:33]([C:35]([F:36])([F:37])[F:38])[C:32]([C:39](=[O:41])[CH3:40])=[CH:31][N:30]=1)([CH3:3])[CH3:2], predict the reactants needed to synthesize it. The reactants are: [CH:1]([CH:4]1[C:9]2=[CH:10][C:11]3[CH:12]=[CH:13][C:14]([S:17][CH3:18])=[CH:15][C:16]=3[N:8]2[CH2:7][CH2:6][NH:5]1)([CH3:3])[CH3:2].CCN(C(C)C)C(C)C.Cl[C:29]1[N:34]=[C:33]([C:35]([F:38])([F:37])[F:36])[C:32]([C:39](=[O:41])[CH3:40])=[CH:31][N:30]=1. (2) Given the product [CH3:1][N:2]1[C:6](/[CH:7]=[CH:29]/[C:28]([O:27][CH3:26])=[O:49])=[N:5][C:4]([N:9]2[CH2:13][CH2:12][CH2:11][CH2:10]2)=[N:3]1, predict the reactants needed to synthesize it. The reactants are: [CH3:1][N:2]1[C:6]([CH:7]=O)=[N:5][C:4]([N:9]2[CH2:13][CH2:12][CH2:11][CH2:10]2)=[N:3]1.C1CCN2C(=NCCC2)CC1.[Br-].[CH3:26][O:27][C:28](=[O:49])[CH2:29][P+](C1C=CC=CC=1)(C1C=CC=CC=1)C1C=CC=CC=1. (3) Given the product [NH2:37][C:34]1[S:35][CH:36]=[C:32](/[C:12](=[N:11]/[O:10][C:7]([CH3:9])([CH3:8])[C:6]([OH:45])=[O:5])/[C:13](=[O:14])[NH:15][C@H:16]2[C@@H:19]([CH2:20][N:21]3[CH2:25][CH2:24][CH2:23][C:22]3=[O:26])[N:18]([S:27]([OH:30])(=[O:28])=[O:29])[C:17]2=[O:31])[N:33]=1, predict the reactants needed to synthesize it. The reactants are: C([O:5][C:6](=[O:45])[C:7]([O:10]/[N:11]=[C:12](/[C:32]1[N:33]=[C:34]([NH:37]C(OC(C)(C)C)=O)[S:35][CH:36]=1)\[C:13]([NH:15][C@H:16]1[C@@H:19]([CH2:20][N:21]2[CH2:25][CH2:24][CH2:23][C:22]2=[O:26])[N:18]([S:27]([OH:30])(=[O:29])=[O:28])[C:17]1=[O:31])=[O:14])([CH3:9])[CH3:8])(C)(C)C.C(O)(C(F)(F)F)=O. (4) Given the product [C:1]([O:5][C:6]([N:7]([CH2:8][CH:9]1[CH2:14][CH2:13][N:12]([C:34]2[C:33]([Cl:32])=[CH:43][C:37]([C:38]([O:40][CH2:41][CH3:42])=[O:39])=[CH:36][N:35]=2)[CH2:11][CH:10]1[C:15]1[CH:20]=[CH:19][CH:18]=[CH:17][CH:16]=1)[C@@H:21]([C:23]1[CH:28]=[CH:27][CH:26]=[C:25]([O:29][CH3:30])[CH:24]=1)[CH3:22])=[O:31])([CH3:4])([CH3:2])[CH3:3], predict the reactants needed to synthesize it. The reactants are: [C:1]([O:5][C:6](=[O:31])[N:7]([C@@H:21]([C:23]1[CH:28]=[CH:27][CH:26]=[C:25]([O:29][CH3:30])[CH:24]=1)[CH3:22])[CH2:8][CH:9]1[CH2:14][CH2:13][NH:12][CH2:11][CH:10]1[C:15]1[CH:20]=[CH:19][CH:18]=[CH:17][CH:16]=1)([CH3:4])([CH3:3])[CH3:2].[Cl:32][C:33]1[C:34](Cl)=[N:35][CH:36]=[C:37]([CH:43]=1)[C:38]([O:40][CH2:41][CH3:42])=[O:39].C(=O)([O-])[O-].[K+].[K+].CS(C)=O. (5) Given the product [CH3:1][O:2][C:3]([C:4]1([C:5]2[CH:6]=[CH:7][C:8]([N+:11]([O-:13])=[O:12])=[CH:9][CH:10]=2)[CH2:20][CH2:19][CH2:18]1)=[O:14], predict the reactants needed to synthesize it. The reactants are: [CH3:1][O:2][C:3](=[O:14])[CH2:4][C:5]1[CH:10]=[CH:9][C:8]([N+:11]([O-:13])=[O:12])=[CH:7][CH:6]=1.[H-].[Na+].I[CH2:18][CH2:19][CH2:20]I. (6) Given the product [O:37]1[CH2:36][CH:40]([N:1]2[CH:5]=[C:4]([C:6]3[O:10][N:9]=[C:8]([C:11]4([C:15]5[CH:16]=[CH:17][C:18]([C:21]6[CH:26]=[N:25][C:24]([NH2:27])=[CH:23][CH:28]=6)=[N:19][CH:20]=5)[CH2:12][CH2:13][CH2:14]4)[N:7]=3)[CH:3]=[N:2]2)[CH2:38]1, predict the reactants needed to synthesize it. The reactants are: [NH:1]1[CH:5]=[C:4]([C:6]2[O:10][N:9]=[C:8]([C:11]3([C:15]4[CH:16]=[CH:17][C:18]([C:21]5N=[CH:23][C:24]([NH2:27])=[N:25][CH:26]=5)=[N:19][CH:20]=4)[CH2:14][CH2:13][CH2:12]3)[N:7]=2)[CH:3]=[N:2]1.[C:28](=O)([O-])[O-].[K+].[K+].O.C[CH2:36][O:37][C:38]([CH3:40])=O.